From a dataset of NCI-60 drug combinations with 297,098 pairs across 59 cell lines. Regression. Given two drug SMILES strings and cell line genomic features, predict the synergy score measuring deviation from expected non-interaction effect. Drug 1: C(CN)CNCCSP(=O)(O)O. Drug 2: CCC1(C2=C(COC1=O)C(=O)N3CC4=CC5=C(C=CC(=C5CN(C)C)O)N=C4C3=C2)O.Cl. Cell line: DU-145. Synergy scores: CSS=58.4, Synergy_ZIP=-2.64, Synergy_Bliss=-5.06, Synergy_Loewe=-58.4, Synergy_HSA=-4.04.